This data is from Catalyst prediction with 721,799 reactions and 888 catalyst types from USPTO. The task is: Predict which catalyst facilitates the given reaction. (1) Product: [F:1][C:2]1[CH:7]=[CH:6][C:5]([CH2:8][CH2:9][CH:10]2[C:19]3[C:14](=[CH:15][C:16]4[O:22][CH2:21][O:20][C:17]=4[CH:18]=3)[CH2:13][CH2:12][NH:11]2)=[CH:4][CH:3]=1. Reactant: [F:1][C:2]1[CH:7]=[CH:6][C:5]([CH2:8][CH2:9][C:10]2[C:19]3[C:14](=[CH:15][C:16]4[O:22][CH2:21][O:20][C:17]=4[CH:18]=3)[CH2:13][CH2:12][N:11]=2)=[CH:4][CH:3]=1.[BH4-].[Na+]. The catalyst class is: 5. (2) Reactant: CC1(C)C(C)(C)OB([C:9]2[CH2:14][CH2:13][CH:12]([C:15]([O:17][CH2:18][CH3:19])=[O:16])[CH2:11][CH:10]=2)O1.Br[C:22]1[C:23]([OH:29])=[N:24][C:25]([CH3:28])=[N:26][CH:27]=1.C(=O)([O-])[O-].[K+].[K+]. Product: [CH2:18]([O:17][C:15]([CH:12]1[CH2:13][CH2:14][C:9]([C:22]2[C:23]([OH:29])=[N:24][C:25]([CH3:28])=[N:26][CH:27]=2)=[CH:10][CH2:11]1)=[O:16])[CH3:19]. The catalyst class is: 622. (3) Reactant: [CH3:1][C:2]1[O:6][C:5]([CH:7]([NH2:13])[C:8]2([CH3:12])[CH2:11][O:10][CH2:9]2)=[CH:4][CH:3]=1.C([O:16][C:17]1[C:20](=[O:21])[C:19](=O)[C:18]=1[NH:23][C:24]1[C:25]([OH:40])=[C:26]([CH:37]=[CH:38][CH:39]=1)[C:27]([N:29]1[CH2:33][CH2:32][CH2:31][C@@H:30]1[C:34]([OH:36])=[O:35])=[O:28])C. Product: [OH:40][C:25]1[C:24]([NH:23][C:18]2[C:17](=[O:16])[C:20](=[O:21])[C:19]=2[NH:13][CH:7]([C:5]2[O:6][C:2]([CH3:1])=[CH:3][CH:4]=2)[C:8]2([CH3:12])[CH2:9][O:10][CH2:11]2)=[CH:39][CH:38]=[CH:37][C:26]=1[C:27]([N:29]1[CH2:33][CH2:32][CH2:31][C@@H:30]1[C:34]([OH:36])=[O:35])=[O:28]. The catalyst class is: 459. (4) Reactant: [ClH:1].[F:2][C:3]([F:11])([F:10])[CH:4]1[CH2:9][CH2:8][NH:7][CH2:6][CH2:5]1.C(=O)([O-])[O-].[K+].[K+].Br[CH2:19][CH2:20][CH2:21]O. Product: [ClH:1].[Cl:1][CH2:19][CH2:20][CH2:21][N:7]1[CH2:8][CH2:9][CH:4]([C:3]([F:11])([F:10])[F:2])[CH2:5][CH2:6]1. The catalyst class is: 10. (5) Reactant: Cl.[O:2]1[CH:6]=[CH:5][CH:4]=[C:3]1[CH2:7][NH:8][CH2:9][C:10]1[CH:15]=[CH:14][C:13]([S:16][C:17]([CH3:26])([CH3:25])[C:18]([O:20][C:21]([CH3:24])([CH3:23])[CH3:22])=[O:19])=[CH:12][CH:11]=1.[Cl:27][C:28]1[CH:33]=[C:32](Cl)[N:31]=[CH:30][N:29]=1.C(N(CC)CC)C.O. Product: [Cl:27][C:28]1[N:29]=[CH:30][N:31]=[C:32]([N:8]([CH2:9][C:10]2[CH:15]=[CH:14][C:13]([S:16][C:17]([CH3:26])([CH3:25])[C:18]([O:20][C:21]([CH3:24])([CH3:23])[CH3:22])=[O:19])=[CH:12][CH:11]=2)[CH2:7][C:3]2[O:2][CH:6]=[CH:5][CH:4]=2)[CH:33]=1. The catalyst class is: 3. (6) Reactant: Br[CH2:2][C:3]1[N:7]([CH3:8])[N:6]([CH:9]2[CH2:14][CH2:13][CH2:12][CH2:11][CH2:10]2)[C:5](=[O:15])[C:4]=1[Cl:16].C1([N:23]2[CH2:28][CH2:27][CH:26]([C:29]#[N:30])[CH2:25][CH2:24]2)C=CC=CC=1.C(=O)([O-])[O-].[K+].[K+]. Product: [Cl:16][C:4]1[C:5](=[O:15])[N:6]([CH:9]2[CH2:14][CH2:13][CH2:12][CH2:11][CH2:10]2)[N:7]([CH3:8])[C:3]=1[CH2:2][N:23]1[CH2:24][CH2:25][C:26]([C:9]2[CH:14]=[CH:13][CH:12]=[CH:11][CH:10]=2)([C:29]#[N:30])[CH2:27][CH2:28]1. The catalyst class is: 10. (7) Reactant: [F:1][C:2]1[CH:7]=[CH:6][C:5]([O:8][CH2:9][CH2:10][CH3:11])=[C:4]([N+:12]([O-])=O)[CH:3]=1. Product: [F:1][C:2]1[CH:7]=[CH:6][C:5]([O:8][CH2:9][CH2:10][CH3:11])=[C:4]([CH:3]=1)[NH2:12]. The catalyst class is: 349. (8) Reactant: F[C:2]1[C:3]([C:9]#[N:10])=[N:4][C:5]([F:8])=[CH:6][N:7]=1.[CH2:11]([OH:14])[CH:12]=[CH2:13].C(N(CC)CC)C.C1(C)C=CC=CC=1. Product: [CH2:11]([O:14][C:2]1[C:3]([C:9]#[N:10])=[N:4][C:5]([F:8])=[CH:6][N:7]=1)[CH:12]=[CH2:13]. The catalyst class is: 58.